Dataset: NCI-60 drug combinations with 297,098 pairs across 59 cell lines. Task: Regression. Given two drug SMILES strings and cell line genomic features, predict the synergy score measuring deviation from expected non-interaction effect. (1) Drug 1: C1=CC(=C2C(=C1NCCNCCO)C(=O)C3=C(C=CC(=C3C2=O)O)O)NCCNCCO. Drug 2: CCCS(=O)(=O)NC1=C(C(=C(C=C1)F)C(=O)C2=CNC3=C2C=C(C=N3)C4=CC=C(C=C4)Cl)F. Cell line: LOX IMVI. Synergy scores: CSS=48.1, Synergy_ZIP=-5.15, Synergy_Bliss=-3.06, Synergy_Loewe=3.60, Synergy_HSA=5.99. (2) Drug 1: CC1=C2C(C(=O)C3(C(CC4C(C3C(C(C2(C)C)(CC1OC(=O)C(C(C5=CC=CC=C5)NC(=O)C6=CC=CC=C6)O)O)OC(=O)C7=CC=CC=C7)(CO4)OC(=O)C)O)C)OC(=O)C. Drug 2: CC1=C2C(C(=O)C3(C(CC4C(C3C(C(C2(C)C)(CC1OC(=O)C(C(C5=CC=CC=C5)NC(=O)OC(C)(C)C)O)O)OC(=O)C6=CC=CC=C6)(CO4)OC(=O)C)O)C)O. Cell line: OVCAR-5. Synergy scores: CSS=15.8, Synergy_ZIP=-0.724, Synergy_Bliss=-1.52, Synergy_Loewe=-13.6, Synergy_HSA=-3.12. (3) Drug 1: CC1C(C(CC(O1)OC2CC(CC3=C2C(=C4C(=C3O)C(=O)C5=C(C4=O)C(=CC=C5)OC)O)(C(=O)CO)O)N)O.Cl. Drug 2: COC1=C2C(=CC3=C1OC=C3)C=CC(=O)O2. Cell line: HS 578T. Synergy scores: CSS=26.3, Synergy_ZIP=-4.98, Synergy_Bliss=-6.52, Synergy_Loewe=-8.27, Synergy_HSA=-0.200. (4) Cell line: HS 578T. Drug 1: CC12CCC(CC1=CCC3C2CCC4(C3CC=C4C5=CN=CC=C5)C)O. Synergy scores: CSS=65.0, Synergy_ZIP=23.3, Synergy_Bliss=24.3, Synergy_Loewe=-3.25, Synergy_HSA=22.8. Drug 2: CCC1=CC2CC(C3=C(CN(C2)C1)C4=CC=CC=C4N3)(C5=C(C=C6C(=C5)C78CCN9C7C(C=CC9)(C(C(C8N6C)(C(=O)OC)O)OC(=O)C)CC)OC)C(=O)OC.C(C(C(=O)O)O)(C(=O)O)O. (5) Drug 1: C1=NC2=C(N=C(N=C2N1C3C(C(C(O3)CO)O)F)Cl)N. Drug 2: CC=C1C(=O)NC(C(=O)OC2CC(=O)NC(C(=O)NC(CSSCCC=C2)C(=O)N1)C(C)C)C(C)C. Cell line: OVCAR-8. Synergy scores: CSS=46.8, Synergy_ZIP=-1.51, Synergy_Bliss=-2.07, Synergy_Loewe=-5.29, Synergy_HSA=0.462.